From a dataset of Full USPTO retrosynthesis dataset with 1.9M reactions from patents (1976-2016). Predict the reactants needed to synthesize the given product. (1) Given the product [O:17]1[CH2:16][CH2:15][CH2:14][CH:13]([CH2:12][CH2:11][CH2:10][CH2:9][OH:8])[CH2:18]1, predict the reactants needed to synthesize it. The reactants are: C1(C[O:8][CH2:9][CH2:10][CH:11]=[CH:12][C:13]2[CH2:18][O:17][CH2:16][CH2:15][CH:14]=2)C=CC=CC=1.[H][H]. (2) Given the product [CH3:1][C:2]1[CH:3]=[CH:4][C:5]([C:8]2[CH:9]=[CH:10][CH:11]=[C:12]3[C:16]=2[CH2:15][C:14]([CH2:18][CH:19]2[CH2:24][CH2:23][CH2:22][CH2:21][CH2:20]2)=[CH:13]3)=[CH:6][CH:7]=1, predict the reactants needed to synthesize it. The reactants are: [CH3:1][C:2]1[CH:7]=[CH:6][C:5]([C:8]2[CH:9]=[CH:10][CH:11]=[C:12]3[C:16]=2[C:15](=O)[CH:14]([CH2:18][CH:19]2[CH2:24][CH2:23][CH2:22][CH2:21][CH2:20]2)[CH2:13]3)=[CH:4][CH:3]=1.[BH4-].[Na+].CO.S(=O)(=O)(O)O. (3) Given the product [F:29][C:2]([F:1])([F:28])[O:3][C:4]1[CH:9]=[CH:8][C:7]([N:10]2[CH:14]=[N:13][C:12]([C:15]3[CH:20]=[CH:19][C:18]([CH2:21][CH2:22][C:23]([O:25][CH2:26][CH3:27])=[O:24])=[CH:17][CH:16]=3)=[N:11]2)=[CH:6][CH:5]=1, predict the reactants needed to synthesize it. The reactants are: [F:1][C:2]([F:29])([F:28])[O:3][C:4]1[CH:9]=[CH:8][C:7]([N:10]2[CH:14]=[N:13][C:12]([C:15]3[CH:20]=[CH:19][C:18](/[CH:21]=[CH:22]/[C:23]([O:25][CH2:26][CH3:27])=[O:24])=[CH:17][CH:16]=3)=[N:11]2)=[CH:6][CH:5]=1.